Dataset: NCI-60 drug combinations with 297,098 pairs across 59 cell lines. Task: Regression. Given two drug SMILES strings and cell line genomic features, predict the synergy score measuring deviation from expected non-interaction effect. (1) Drug 1: CN(CC1=CN=C2C(=N1)C(=NC(=N2)N)N)C3=CC=C(C=C3)C(=O)NC(CCC(=O)O)C(=O)O. Drug 2: C1CC(C1)(C(=O)O)C(=O)O.[NH2-].[NH2-].[Pt+2]. Cell line: SF-539. Synergy scores: CSS=31.1, Synergy_ZIP=-12.1, Synergy_Bliss=-14.9, Synergy_Loewe=-9.81, Synergy_HSA=-7.72. (2) Drug 1: CC(C1=C(C=CC(=C1Cl)F)Cl)OC2=C(N=CC(=C2)C3=CN(N=C3)C4CCNCC4)N. Drug 2: CC1C(C(CC(O1)OC2CC(CC3=C2C(=C4C(=C3O)C(=O)C5=C(C4=O)C(=CC=C5)OC)O)(C(=O)C)O)N)O.Cl. Cell line: SF-295. Synergy scores: CSS=36.4, Synergy_ZIP=8.07, Synergy_Bliss=10.7, Synergy_Loewe=4.54, Synergy_HSA=13.6. (3) Drug 1: CC(C1=C(C=CC(=C1Cl)F)Cl)OC2=C(N=CC(=C2)C3=CN(N=C3)C4CCNCC4)N. Drug 2: C1=CN(C(=O)N=C1N)C2C(C(C(O2)CO)O)O.Cl. Cell line: CCRF-CEM. Synergy scores: CSS=60.3, Synergy_ZIP=-3.42, Synergy_Bliss=-5.69, Synergy_Loewe=-9.86, Synergy_HSA=-3.87.